The task is: Predict the reaction yield, written as a fraction of the theoretical maximum amount of product (1.0 means a 100% yield; for example, 0.34 means a 34% yield).. This data is from Reaction yield outcomes from USPTO patents with 853,638 reactions. The reactants are C(N(C(C)C)CC)(C)C.[Br:10][C:11]1[CH:12]=[C:13]([CH:17]=[CH:18][C:19]=1[F:20])[C:14]([OH:16])=O.Cl.[CH3:22][O:23][C:24](=[O:30])[C@H:25]([C@@H:27]([CH3:29])[OH:28])[NH2:26].CCN=C=NCCCN(C)C.C1C=CC2N(O)N=NC=2C=1. The catalyst is CN(C=O)C.CCOC(C)=O. The product is [CH3:22][O:23][C:24](=[O:30])[C@@H:25]([NH:26][C:14](=[O:16])[C:13]1[CH:17]=[CH:18][C:19]([F:20])=[C:11]([Br:10])[CH:12]=1)[C@H:27]([OH:28])[CH3:29]. The yield is 1.00.